Predict the reaction yield, written as a fraction of the theoretical maximum amount of product (1.0 means a 100% yield; for example, 0.34 means a 34% yield). From a dataset of Reaction yield outcomes from USPTO patents with 853,638 reactions. The reactants are [Cl:1][C:2]1[C:7]2[C:8](=[O:11])[NH:9][CH2:10][C:6]=2[C:5]([F:12])=[C:4]([F:13])[N:3]=1.CCN(CC)CC.[C:21](O[C:21]([O:23][C:24]([CH3:27])([CH3:26])[CH3:25])=[O:22])([O:23][C:24]([CH3:27])([CH3:26])[CH3:25])=[O:22]. The catalyst is CN(C1C=CN=CC=1)C.C(Cl)Cl. The product is [Cl:1][C:2]1[C:7]2[C:8](=[O:11])[N:9]([C:21]([O:23][C:24]([CH3:27])([CH3:26])[CH3:25])=[O:22])[CH2:10][C:6]=2[C:5]([F:12])=[C:4]([F:13])[N:3]=1. The yield is 0.800.